Dataset: NCI-60 drug combinations with 297,098 pairs across 59 cell lines. Task: Regression. Given two drug SMILES strings and cell line genomic features, predict the synergy score measuring deviation from expected non-interaction effect. (1) Synergy scores: CSS=-1.13, Synergy_ZIP=-0.585, Synergy_Bliss=4.26, Synergy_Loewe=0.505, Synergy_HSA=1.79. Cell line: UACC-257. Drug 2: CC1C(C(CC(O1)OC2CC(CC3=C2C(=C4C(=C3O)C(=O)C5=C(C4=O)C(=CC=C5)OC)O)(C(=O)C)O)N)O.Cl. Drug 1: CNC(=O)C1=CC=CC=C1SC2=CC3=C(C=C2)C(=NN3)C=CC4=CC=CC=N4. (2) Drug 1: CS(=O)(=O)OCCCCOS(=O)(=O)C. Drug 2: C1CC(=O)NC(=O)C1N2C(=O)C3=CC=CC=C3C2=O. Cell line: IGROV1. Synergy scores: CSS=-2.90, Synergy_ZIP=0.356, Synergy_Bliss=-1.94, Synergy_Loewe=-2.22, Synergy_HSA=-4.20. (3) Drug 1: C1=C(C(=O)NC(=O)N1)F. Drug 2: CC1=C(C(=O)C2=C(C1=O)N3CC4C(C3(C2COC(=O)N)OC)N4)N. Cell line: M14. Synergy scores: CSS=52.3, Synergy_ZIP=-10.7, Synergy_Bliss=-10.6, Synergy_Loewe=-5.20, Synergy_HSA=-3.66. (4) Drug 1: CN(C)N=NC1=C(NC=N1)C(=O)N. Drug 2: CCN(CC)CCNC(=O)C1=C(NC(=C1C)C=C2C3=C(C=CC(=C3)F)NC2=O)C. Cell line: SK-OV-3. Synergy scores: CSS=3.52, Synergy_ZIP=-2.87, Synergy_Bliss=-2.39, Synergy_Loewe=-1.60, Synergy_HSA=-1.54.